Binary Classification. Given a drug SMILES string, predict its activity (active/inactive) in a high-throughput screening assay against a specified biological target. From a dataset of Cav3 T-type calcium channel HTS with 100,875 compounds. (1) The drug is Clc1cc(C(=O)COC(=O)c2c(cc(oc2C)=O)C)ccc1Cl. The result is 0 (inactive). (2) The drug is S(=O)(=O)(N1CCOCC1)c1ccc(CCC(=O)Nc2c(cc(cc2)C)C)cc1. The result is 0 (inactive). (3) The drug is o1c2c(c(=O)c3c1nc(c(c3)C(O)=O)C)cc(cc2)C. The result is 0 (inactive). (4) The molecule is O=C(NCc1ccncc1)c1[nH][nH]\c(=C2/C=C(C=CC2=O)C)c1. The result is 0 (inactive). (5) The compound is O(CCCC)c1[nH]c(=O)[nH]c(=O)c1. The result is 0 (inactive).